Predict the product of the given reaction. From a dataset of Forward reaction prediction with 1.9M reactions from USPTO patents (1976-2016). (1) Given the reactants Cl[C:2]1[N:7]=[C:6]([C:8]2[C:16]3[C:11](=[N:12][CH:13]=[CH:14][CH:15]=3)[NH:10][N:9]=2)[C:5]([C:17]([F:20])([F:19])[F:18])=[CH:4][CH:3]=1.C([O-])([O-])=O.[K+].[K+].C([N:34]1[CH2:39][CH2:38][NH:37][CH2:36][CH:35]1[CH2:40][CH:41]([CH3:43])[CH3:42])(OC(C)(C)C)=O, predict the reaction product. The product is: [CH2:40]([C@@H:35]1[NH:34][CH2:39][CH2:38][N:37]([C:2]2[N:7]=[C:6]([C:8]3[C:16]4[C:11](=[N:12][CH:13]=[CH:14][CH:15]=4)[NH:10][N:9]=3)[C:5]([C:17]([F:20])([F:19])[F:18])=[CH:4][CH:3]=2)[CH2:36]1)[CH:41]([CH3:43])[CH3:42]. (2) Given the reactants FC(F)(F)C(O)=O.[CH2:8]([O:15][C:16]1[CH:35]=[CH:34][C:33]([CH:36]2[CH2:41][CH2:40][N:39](C(OC(C)(C)C)=O)[CH2:38][CH2:37]2)=[CH:32][C:17]=1[C:18]([NH:20][C:21]1[CH:30]=[C:29]([Br:31])[CH:28]=[CH:27][C:22]=1[C:23]([O:25][CH3:26])=[O:24])=[O:19])[C:9]1[CH:14]=[CH:13][CH:12]=[CH:11][CH:10]=1.C(=O)(O)[O-].[Na+], predict the reaction product. The product is: [CH2:8]([O:15][C:16]1[CH:35]=[CH:34][C:33]([CH:36]2[CH2:41][CH2:40][NH:39][CH2:38][CH2:37]2)=[CH:32][C:17]=1[C:18]([NH:20][C:21]1[CH:30]=[C:29]([Br:31])[CH:28]=[CH:27][C:22]=1[C:23]([O:25][CH3:26])=[O:24])=[O:19])[C:9]1[CH:10]=[CH:11][CH:12]=[CH:13][CH:14]=1. (3) Given the reactants [O:1]1[C:5]2[CH:6]=[CH:7][C:8]([C:10]3[CH:11]=[C:12]([C:26]([CH:28]4[CH2:30][CH2:29]4)=[O:27])[CH:13]=[C:14]([O:16]CC4C=CC(OC)=CC=4)[CH:15]=3)=[CH:9][C:4]=2[O:3][CH2:2]1, predict the reaction product. The product is: [O:1]1[C:5]2[CH:6]=[CH:7][C:8]([C:10]3[CH:11]=[C:12]([C:26]([CH:28]4[CH2:29][CH2:30]4)=[O:27])[CH:13]=[C:14]([OH:16])[CH:15]=3)=[CH:9][C:4]=2[O:3][CH2:2]1. (4) The product is: [NH2:36][CH2:35][CH2:34][CH2:33][CH2:32][CH2:31][CH2:30][NH:29][C:27]([NH:3][S:18]([C:14]1[CH:15]=[CH:16][CH:17]=[C:12]([CH3:11])[CH:13]=1)(=[O:20])=[O:19])=[O:26]. Given the reactants [O-]C#[N:3].[Na+].N1C=CC=CC=1.[CH3:11][C:12]1[CH:13]=[C:14]([S:18](Cl)(=[O:20])=[O:19])[CH:15]=[CH:16][CH:17]=1.C([O:26][C:27]([NH:29][CH2:30][CH2:31][CH2:32][CH2:33][CH2:34][CH2:35][NH2:36])=O)(C)(C)C, predict the reaction product. (5) Given the reactants [CH2:1]([O:3][C:4]1[CH:9]=[CH:8][C:7]([C:10]#[C:11][C:12]2[CH:17]=[CH:16][C:15]([CH:18]([NH2:20])[CH3:19])=[CH:14][CH:13]=2)=[CH:6][CH:5]=1)[CH3:2].[CH3:21][N:22]([CH3:26])[C:23](Cl)=[O:24], predict the reaction product. The product is: [CH2:1]([O:3][C:4]1[CH:9]=[CH:8][C:7]([C:10]#[C:11][C:12]2[CH:13]=[CH:14][C:15]([CH:18]([NH:20][C:23](=[O:24])[N:22]([CH3:26])[CH3:21])[CH3:19])=[CH:16][CH:17]=2)=[CH:6][CH:5]=1)[CH3:2]. (6) Given the reactants Cl[C:2]1[N:10]=[CH:9][N:8]=[C:7]2[C:3]=1[N:4]=[C:5]([I:12])[N:6]2[CH3:11].[NH2:13][C@H:14]1[CH2:18][CH2:17][N:16]([C:19](=[O:22])[CH2:20][CH3:21])[CH2:15]1.CC(O)(C)C.CCN(C(C)C)C(C)C, predict the reaction product. The product is: [I:12][C:5]1[N:6]([CH3:11])[C:7]2[C:3]([N:4]=1)=[C:2]([NH:13][C@H:14]1[CH2:18][CH2:17][N:16]([C:19](=[O:22])[CH2:20][CH3:21])[CH2:15]1)[N:10]=[CH:9][N:8]=2. (7) Given the reactants [Cl:1][C:2]([F:14])([F:13])[C:3]1[NH:8][C:7](=[O:9])[C:6]([C:10]([OH:12])=O)=[CH:5][CH:4]=1.C1N=CN(C(N2C=NC=C2)=O)C=1.[CH3:27][O:28][CH2:29][CH2:30][NH2:31], predict the reaction product. The product is: [Cl:1][C:2]([F:14])([F:13])[C:3]1[NH:8][C:7](=[O:9])[C:6]([C:10]([NH:31][CH2:30][CH2:29][O:28][CH3:27])=[O:12])=[CH:5][CH:4]=1.